Predict the product of the given reaction. From a dataset of Forward reaction prediction with 1.9M reactions from USPTO patents (1976-2016). Given the reactants [CH2:1]([O:8][C:9]1[CH:17]=[CH:16][C:12]([C:13]([OH:15])=[O:14])=[CH:11][CH:10]=1)[CH2:2][CH2:3][CH2:4][CH2:5][CH2:6][CH3:7].C(Cl)(=O)C(Cl)=O.O[C:25]1[CH:32]=[CH:31][C:28]([CH:29]=[O:30])=[CH:27][CH:26]=1, predict the reaction product. The product is: [CH2:1]([O:8][C:9]1[CH:17]=[CH:16][C:12]([C:13]([O:15][C:25]2[CH:32]=[CH:31][C:28]([CH:29]=[O:30])=[CH:27][CH:26]=2)=[O:14])=[CH:11][CH:10]=1)[CH2:2][CH2:3][CH2:4][CH2:5][CH2:6][CH3:7].